This data is from Full USPTO retrosynthesis dataset with 1.9M reactions from patents (1976-2016). The task is: Predict the reactants needed to synthesize the given product. Given the product [OH:1][C:2]1([CH3:18])[C@@H:6]2[O:7][C:8]([CH3:10])([CH3:11])[O:9][C@@H:5]2[C@H:4]([CH2:12][N:23]2[C:19](=[O:29])[C:20]3[C:21](=[CH:25][CH:26]=[CH:27][CH:28]=3)[C:22]2=[O:24])[O:3]1, predict the reactants needed to synthesize it. The reactants are: [OH:1][C:2]1([CH3:18])[C@@H:6]2[O:7][C:8]([CH3:11])([CH3:10])[O:9][C@@H:5]2[C@H:4]([CH2:12]OS(C)(=O)=O)[O:3]1.[C:19]1(=[O:29])[NH:23][C:22](=[O:24])[C:21]2=[CH:25][CH:26]=[CH:27][CH:28]=[C:20]12.[K].